Predict the reaction yield, written as a fraction of the theoretical maximum amount of product (1.0 means a 100% yield; for example, 0.34 means a 34% yield). From a dataset of Reaction yield outcomes from USPTO patents with 853,638 reactions. The reactants are [CH2:1]([C:5]1[N:10]2[N:11]=[CH:12][N:13]=[C:9]2[N:8]([C@H:14]2[CH2:19][CH2:18][C@H:17]([OH:20])[CH2:16][CH2:15]2)[C:7](=[O:21])[C:6]=1[CH2:22][C:23]1[CH:28]=[CH:27][C:26]([C:29]2[C:30]([C:35]#[N:36])=[CH:31][CH:32]=[CH:33][CH:34]=2)=[CH:25][C:24]=1[F:37])[CH2:2][CH2:3][CH3:4].[N+](=[CH:40][C:41]([O:43][CH2:44][CH3:45])=[O:42])=[N-].O. The catalyst is C1(C)C=CC=CC=1.C([O-])(=O)C.[Rh+]. The product is [CH2:1]([C:5]1[N:10]2[N:11]=[CH:12][N:13]=[C:9]2[N:8]([C@H:14]2[CH2:19][CH2:18][C@H:17]([O:20][CH2:40][C:41]([O:43][CH2:44][CH3:45])=[O:42])[CH2:16][CH2:15]2)[C:7](=[O:21])[C:6]=1[CH2:22][C:23]1[CH:28]=[CH:27][C:26]([C:29]2[CH:34]=[CH:33][CH:32]=[CH:31][C:30]=2[C:35]#[N:36])=[CH:25][C:24]=1[F:37])[CH2:2][CH2:3][CH3:4]. The yield is 0.490.